Binary Classification. Given a T-cell receptor sequence (or CDR3 region) and an epitope sequence, predict whether binding occurs between them. From a dataset of TCR-epitope binding with 47,182 pairs between 192 epitopes and 23,139 TCRs. The epitope is KAYNVTQAF. The TCR CDR3 sequence is CASSLSRDHEQYF. Result: 0 (the TCR does not bind to the epitope).